From a dataset of Full USPTO retrosynthesis dataset with 1.9M reactions from patents (1976-2016). Predict the reactants needed to synthesize the given product. (1) Given the product [NH2:5][C@H:4]([C:2]([OH:3])=[O:1])[CH2:6][C:7]1[CH:8]=[CH:9][C:10]([OH:11])=[CH:12][CH:14]=1, predict the reactants needed to synthesize it. The reactants are: [O:1]=[C:2]([C@H:4]([CH2:6][C:7]1[CH:14]=[C:12](O)[C:10]([OH:11])=[CH:9][CH:8]=1)[NH2:5])[OH:3].NCCC1C=CC(O)=CC=1. (2) Given the product [Br:1][C:2]1[C:3]([Cl:19])=[C:4]2[C:9](=[CH:10][CH:11]=1)[CH:8]=[N:7][CH:6]=[CH:5]2, predict the reactants needed to synthesize it. The reactants are: [Br:1][C:2]1[CH:3]=[C:4]2[C:9](=[CH:10][CH:11]=1)[CH:8]=[N:7][CH:6]=[CH:5]2.C1C(=O)N([Cl:19])C(=O)C1.[OH-].[Na+]. (3) Given the product [Cl:17][C:14]1[CH:15]=[C:16]2[C:11]([CH:10]=[C:9]([C:22]3[CH:29]=[C:26]([CH:27]=[O:28])[CH:25]=[N:24][CH:23]=3)[NH:8]2)=[CH:12][CH:13]=1, predict the reactants needed to synthesize it. The reactants are: C(OC([N:8]1[C:16]2[C:11](=[CH:12][CH:13]=[C:14]([Cl:17])[CH:15]=2)[CH:10]=[C:9]1B(O)O)=O)(C)(C)C.Br[C:22]1[CH:23]=[N:24][CH:25]=[C:26]([CH:29]=1)[CH:27]=[O:28].[O-]P([O-])([O-])=O.[K+].[K+].[K+].COC1C=CC=C(OC)C=1C1C=CC=CC=1P(C1CCCCC1)C1CCCCC1. (4) Given the product [F:16][C:13]([F:14])([F:15])[C:12]([N:8]1[CH2:7][CH2:6][C:5]2[C:10](=[CH:11][CH:2]=[C:3]([NH2:18])[CH:4]=2)[CH2:9]1)=[O:17], predict the reactants needed to synthesize it. The reactants are: Br[C:2]1[CH:11]=[C:10]2[C:5]([CH2:6][CH2:7][N:8]([C:12](=[O:17])[C:13]([F:16])([F:15])[F:14])[CH2:9]2)=[CH:4][C:3]=1[N+:18]([O-])=O.[H][H].C(=O)([O-])O.[Na+]. (5) Given the product [C:29]([O:15][C@H:13]1[CH2:14][C@H:9]([O:8][Si:1]([C:4]([CH3:7])([CH3:5])[CH3:6])([CH3:2])[CH3:3])[CH2:10][CH2:11][C@@H:12]1[C:16]1[N:20]([CH3:21])[N:19]=[CH:18][CH:17]=1)(=[O:36])[C:30]1[CH:35]=[CH:34][CH:33]=[CH:32][CH:31]=1, predict the reactants needed to synthesize it. The reactants are: [Si:1]([O:8][C@H:9]1[CH2:14][C@H:13]([OH:15])[C@@H:12]([C:16]2[N:20]([CH3:21])[N:19]=[CH:18][CH:17]=2)[CH2:11][CH2:10]1)([C:4]([CH3:7])([CH3:6])[CH3:5])([CH3:3])[CH3:2].C(N(CC)CC)C.[C:29](Cl)(=[O:36])[C:30]1[CH:35]=[CH:34][CH:33]=[CH:32][CH:31]=1.